From a dataset of hERG potassium channel inhibition data for cardiac toxicity prediction from Karim et al.. Regression/Classification. Given a drug SMILES string, predict its toxicity properties. Task type varies by dataset: regression for continuous values (e.g., LD50, hERG inhibition percentage) or binary classification for toxic/non-toxic outcomes (e.g., AMES mutagenicity, cardiotoxicity, hepatotoxicity). Dataset: herg_karim. (1) The drug is Nc1ncc(-c2ccc(C(=O)N3CCOCC3)cc2)cc1-c1ccc(C(F)(F)F)cc1. The result is 1 (blocker). (2) The compound is C[C@H]1Cn2c(nnc2-c2ccc(F)cc2)CN1C(=O)c1cccc(Cl)c1Cl. The result is 0 (non-blocker). (3) The result is 0 (non-blocker). The compound is COc1cc(-c2nn(C3CCC(N4CCN(C(C)=O)CC4)CC3)c3ncnc(N)c23)ccc1NC(=O)c1cc2ccccc2n1C. (4) The drug is CC(C)C1CCC(N2CC(NC(=O)CNc3n[nH]c4ccc(C(F)(F)F)cc34)C2)CC1. The result is 1 (blocker). (5) The drug is COC[C@H](NC(=O)c1cnc(C)s1)C(=O)N[C@@H](COC)C(=O)N[C@@H](Cc1ccccc1)C(=O)[C@@]1(C)CO1. The result is 0 (non-blocker). (6) The compound is COc1ccc(C2CCC(N3CC(NC(=O)CNc4n[nH]c5ccc(C(F)(F)F)cc45)C3)CC2)cn1. The result is 1 (blocker). (7) The compound is Clc1ccc(OC(c2ccc3ccccc3c2)C2CNC2)cc1Cl. The result is 1 (blocker).